Dataset: Catalyst prediction with 721,799 reactions and 888 catalyst types from USPTO. Task: Predict which catalyst facilitates the given reaction. (1) Reactant: C[Si](C)(C)CCOC[N:7]1[CH:11]=[C:10]([NH:12][C:13](=[O:15])[CH3:14])[N:9]=[CH:8]1.C[Si](C)(C)CCOCN1C(NC(=O)C)=CN=C1. Product: [NH:7]1[CH:11]=[C:10]([NH:12][C:13](=[O:15])[CH3:14])[N:9]=[CH:8]1. The catalyst class is: 137. (2) Reactant: [Br:1][C:2]1[CH:3]=[C:4]([CH3:13])[CH:5]=[C:6]2[C:10]=1[C:9](=O)[CH:8](C)[CH2:7]2.[Cl-].[Cl-].[Cl-].[Al+3].BrC1C=CC(C)=CC=1.C(Cl)(=O)CCC.BrCC(CC)C(C1C=CC=CC=1)=O.C1N2CN3CN(C2)CN1C3.C(O[C:59](=[O:61])[CH3:60])(=O)C.[OH-].[Na+]. Product: [Br:1][C:2]1[CH:10]=[C:9]2[C:60](=[C:4]([CH3:13])[CH:3]=1)[C:59](=[O:61])[CH:7]([CH2:6][CH3:5])[CH2:8]2. The catalyst class is: 6. (3) Reactant: [CH:1]1([C:6]2[CH:11]=[C:10]([C:12]3[O:16][N:15]=[C:14]([C:17]4[CH:22]=[C:21]([CH3:23])[C:20]([OH:24])=[C:19]([CH2:25][CH3:26])[CH:18]=4)[N:13]=3)[CH:9]=[C:8]([O:27][CH3:28])[N:7]=2)[CH2:5][CH2:4][CH2:3][CH2:2]1.[H-].[Na+].Br[CH2:32][C:33]([O:35]CC)=[O:34]. Product: [CH:1]1([C:6]2[CH:11]=[C:10]([C:12]3[O:16][N:15]=[C:14]([C:17]4[CH:22]=[C:21]([CH3:23])[C:20]([O:24][CH2:32][C:33]([OH:35])=[O:34])=[C:19]([CH2:25][CH3:26])[CH:18]=4)[N:13]=3)[CH:9]=[C:8]([O:27][CH3:28])[N:7]=2)[CH2:2][CH2:3][CH2:4][CH2:5]1. The catalyst class is: 3. (4) Reactant: [C:1]([O:5][C:6]([N:8]1[C@H:13]([C:14]([OH:16])=O)[CH2:12][C@@H:11]2[C@H:9]1[CH2:10]2)=[O:7])([CH3:4])([CH3:3])[CH3:2].[C:17]1([C@H:23]2[CH2:25][C@@H:24]2[NH2:26])[CH:22]=[CH:21][CH:20]=[CH:19][CH:18]=1.CN(C(ON1N=NC2C=CC=CC1=2)=[N+](C)C)C.F[P-](F)(F)(F)(F)F.CCN(C(C)C)C(C)C. Product: [C:1]([O:5][C:6]([N:8]1[C@H:13]([C:14](=[O:16])[NH:26][C@H:24]2[CH2:25][C@@H:23]2[C:17]2[CH:22]=[CH:21][CH:20]=[CH:19][CH:18]=2)[CH2:12][C@@H:11]2[C@H:9]1[CH2:10]2)=[O:7])([CH3:2])([CH3:3])[CH3:4]. The catalyst class is: 3.